The task is: Regression. Given two drug SMILES strings and cell line genomic features, predict the synergy score measuring deviation from expected non-interaction effect.. This data is from NCI-60 drug combinations with 297,098 pairs across 59 cell lines. (1) Drug 1: CC1=CC2C(CCC3(C2CCC3(C(=O)C)OC(=O)C)C)C4(C1=CC(=O)CC4)C. Drug 2: CCCCCOC(=O)NC1=NC(=O)N(C=C1F)C2C(C(C(O2)C)O)O. Cell line: MDA-MB-231. Synergy scores: CSS=-4.99, Synergy_ZIP=4.24, Synergy_Bliss=-0.726, Synergy_Loewe=-10.8, Synergy_HSA=-11.5. (2) Drug 1: C1=CC=C(C=C1)NC(=O)CCCCCCC(=O)NO. Drug 2: CCC1=C2CN3C(=CC4=C(C3=O)COC(=O)C4(CC)O)C2=NC5=C1C=C(C=C5)O. Cell line: NCI-H460. Synergy scores: CSS=62.8, Synergy_ZIP=0.364, Synergy_Bliss=0.819, Synergy_Loewe=4.10, Synergy_HSA=6.13. (3) Drug 1: C1CC(CCC1OC2=C(C(=CC=C2)Cl)F)(CC3=NC(=CC=C3)NC4=NC=CS4)C(=O)O. Drug 2: C1CCC(C(C1)[NH-])[NH-].C(=O)(C(=O)[O-])[O-].[Pt+4]. Cell line: T-47D. Synergy scores: CSS=19.9, Synergy_ZIP=-8.23, Synergy_Bliss=-7.30, Synergy_Loewe=-4.47, Synergy_HSA=-2.88. (4) Drug 1: C1CCN(CC1)CCOC2=CC=C(C=C2)C(=O)C3=C(SC4=C3C=CC(=C4)O)C5=CC=C(C=C5)O. Drug 2: COCCOC1=C(C=C2C(=C1)C(=NC=N2)NC3=CC=CC(=C3)C#C)OCCOC.Cl. Cell line: COLO 205. Synergy scores: CSS=-3.74, Synergy_ZIP=2.50, Synergy_Bliss=2.20, Synergy_Loewe=-5.71, Synergy_HSA=-4.74.